This data is from Forward reaction prediction with 1.9M reactions from USPTO patents (1976-2016). The task is: Predict the product of the given reaction. (1) Given the reactants [C:1]([O:5][C:6]([C:8]1[S:9][C:10]([CH2:13][CH2:14][CH2:15][CH2:16][CH2:17][CH2:18][CH2:19][CH2:20][CH2:21][CH2:22][CH2:23][CH2:24][C:25]([OH:27])=O)=[CH:11][CH:12]=1)=[O:7])([CH3:4])([CH3:3])[CH3:2].[B-](F)(F)(F)F.CN(C(ON1C(=O)CCC1=O)=[N+](C)C)C.CCN(C(C)C)C(C)C.[NH2:57][C@H:58]([C:64]([O:66][C:67]([CH3:70])([CH3:69])[CH3:68])=[O:65])[CH2:59][CH2:60][C:61](=[O:63])[OH:62], predict the reaction product. The product is: [C:67]([O:66][C:64](=[O:65])[C@@H:58]([NH:57][C:25](=[O:27])[CH2:24][CH2:23][CH2:22][CH2:21][CH2:20][CH2:19][CH2:18][CH2:17][CH2:16][CH2:15][CH2:14][CH2:13][C:10]1[S:9][C:8]([C:6]([O:5][C:1]([CH3:2])([CH3:3])[CH3:4])=[O:7])=[CH:12][CH:11]=1)[CH2:59][CH2:60][C:61]([OH:63])=[O:62])([CH3:70])([CH3:68])[CH3:69]. (2) Given the reactants [CH3:1][O:2][C:3]1[CH:26]=[CH:25][C:6]([CH2:7][N:8]2[C:16]3[C:11](=[CH:12][C:13](/[CH:17]=[C:18]4/[C:19](=[O:24])[NH:20][C:21](=[O:23])[S:22]/4)=[CH:14][CH:15]=3)[CH:10]=[N:9]2)=[C:5]([C:27]([F:30])([F:29])[F:28])[CH:4]=1.Br[CH2:32][CH2:33]Cl.[OH:35][CH2:36][CH2:37][N:38]1[CH2:43][CH2:42][NH:41][CH2:40][CH2:39]1, predict the reaction product. The product is: [OH:35][CH2:36][CH2:37][N:38]1[CH2:43][CH2:42][N:41]([CH2:32][CH2:33][N:20]2[C:19](=[O:24])/[C:18](=[CH:17]/[C:13]3[CH:12]=[C:11]4[C:16](=[CH:15][CH:14]=3)[N:8]([CH2:7][C:6]3[CH:25]=[CH:26][C:3]([O:2][CH3:1])=[CH:4][C:5]=3[C:27]([F:30])([F:29])[F:28])[N:9]=[CH:10]4)/[S:22][C:21]2=[O:23])[CH2:40][CH2:39]1. (3) Given the reactants FC(F)(F)C(O)=O.[C:8]([C:10]1[C:11]([NH:29][CH2:30][C:31](O)=[O:32])=[N:12][C:13]([NH:16][CH2:17][C:18]2[CH:23]=[CH:22][CH:21]=[CH:20][C:19]=2[O:24][C:25]([F:28])([F:27])[F:26])=[N:14][CH:15]=1)#[N:9].[NH2:34][CH2:35][CH2:36][NH:37][C:38](=[O:44])[O:39][C:40]([CH3:43])([CH3:42])[CH3:41].C1C=CC2N(O)N=NC=2C=1.CCN=C=NCCCN(C)C, predict the reaction product. The product is: [C:8]([C:10]1[C:11]([NH:29][CH2:30][C:31]([NH:34][CH2:35][CH2:36][NH:37][C:38](=[O:44])[O:39][C:40]([CH3:41])([CH3:43])[CH3:42])=[O:32])=[N:12][C:13]([NH:16][CH2:17][C:18]2[CH:23]=[CH:22][CH:21]=[CH:20][C:19]=2[O:24][C:25]([F:28])([F:26])[F:27])=[N:14][CH:15]=1)#[N:9]. (4) The product is: [Cl:6][C:7]1[CH:12]=[CH:11][C:10]([N:13]2[C:14](=[O:24])[C:15]3[CH:16]=[CH:17][C:18]([O:21][CH3:22])=[CH:19][C:5]=3[O:4][C:2]2=[O:3])=[C:9]([F:25])[CH:8]=1. Given the reactants Cl[C:2]([O:4][CH3:5])=[O:3].[Cl:6][C:7]1[CH:12]=[CH:11][C:10]([NH:13][C:14](=[O:24])[C:15]2C=[CH:19][C:18]([O:21][CH3:22])=[CH:17][C:16]=2O)=[C:9]([F:25])[CH:8]=1.Cl, predict the reaction product. (5) Given the reactants [Li+].CC([N-]C(C)C)C.[CH3:9][C:10]1[CH:15]=[CH:14][N:13]=[C:12]([C:16]2[CH:21]=[CH:20][C:19]([C:22]([F:25])([F:24])[F:23])=[CH:18][CH:17]=2)[CH:11]=1.[C:26](=O)([O:29]C)[O:27][CH3:28], predict the reaction product. The product is: [F:24][C:22]([F:25])([F:23])[C:19]1[CH:18]=[CH:17][C:16]([C:12]2[CH:11]=[C:10]([CH2:9][C:26]([O:27][CH3:28])=[O:29])[CH:15]=[CH:14][N:13]=2)=[CH:21][CH:20]=1. (6) Given the reactants [C:1]1([C:11]([OH:13])=O)[C:10]2[C:5](=[CH:6][CH:7]=[CH:8][CH:9]=2)[CH:4]=[CH:3][CH:2]=1.S(Cl)([Cl:16])=O, predict the reaction product. The product is: [C:1]1([C:11]([Cl:16])=[O:13])[C:10]2[C:5](=[CH:6][CH:7]=[CH:8][CH:9]=2)[CH:4]=[CH:3][CH:2]=1.